Predict the reactants needed to synthesize the given product. From a dataset of Full USPTO retrosynthesis dataset with 1.9M reactions from patents (1976-2016). (1) Given the product [CH3:32][C:2]1([CH3:1])[C:4]2([CH2:5][CH2:6][CH2:7]2)[C@:3]21[CH2:11][C@@H:10]([C:12](=[O:13])[NH:14][C@:15]1([C:20](=[O:31])[NH:21][S:22]([C:25]3([CH2:28][CH2:29][CH3:30])[CH2:26][CH2:27]3)(=[O:24])=[O:23])[CH2:17][C@@H:16]1[CH2:18][CH3:19])[N:9]([C:42]([C@@H:41]([NH:40][C:38](=[O:39])[O:37][C:33]([CH3:36])([CH3:35])[CH3:34])[C:45]([CH3:48])([CH3:47])[CH3:46])=[O:43])[CH2:8]2, predict the reactants needed to synthesize it. The reactants are: [CH3:1][C:2]1([CH3:32])[C:4]2([CH2:7][CH2:6][CH2:5]2)[C@:3]21[CH2:11][C@@H:10]([C:12]([NH:14][C@:15]1([C:20](=[O:31])[NH:21][S:22]([C:25]3([CH2:28][CH2:29][CH3:30])[CH2:27][CH2:26]3)(=[O:24])=[O:23])[CH2:17][C@@H:16]1[CH2:18][CH3:19])=[O:13])[NH:9][CH2:8]2.[C:33]([O:37][C:38]([NH:40][C@@H:41]([C:45]([CH3:48])([CH3:47])[CH3:46])[C:42](O)=[O:43])=[O:39])([CH3:36])([CH3:35])[CH3:34].CN(C(ON1N=NC2C=CC=NC1=2)=[N+](C)C)C.F[P-](F)(F)(F)(F)F.CCN(C(C)C)C(C)C. (2) Given the product [F:24][C:2]([F:1])([F:23])[C:3]1[CH:22]=[CH:21][C:6]([O:7][CH:8]2[CH2:9][CH2:10][NH:11][CH2:12][CH2:13]2)=[CH:5][CH:4]=1, predict the reactants needed to synthesize it. The reactants are: [F:1][C:2]([F:24])([F:23])[C:3]1[CH:22]=[CH:21][C:6]([O:7][CH:8]2[CH2:13][CH2:12][N:11](C(OC(C)(C)C)=O)[CH2:10][CH2:9]2)=[CH:5][CH:4]=1.FC(F)(F)C(O)=O. (3) Given the product [O:13]=[C:3]([NH:4][C@@H:5]([C:7]1[CH:12]=[CH:11][CH:10]=[CH:9][CH:8]=1)[CH3:6])[C:2]([C@@H:14]([NH:19][C:20](=[O:35])[O:21][CH2:22][C:23]1([CH2:27][S:28][C:29]2[N:34]=[CH:33][CH:32]=[CH:31][N:30]=2)[CH2:24][CH2:25][CH2:26]1)[CH2:15][CH2:16][CH2:17][CH3:18])=[O:1], predict the reactants needed to synthesize it. The reactants are: [OH:1][CH:2]([C@@H:14]([NH:19][C:20](=[O:35])[O:21][CH2:22][C:23]1([CH2:27][S:28][C:29]2[N:34]=[CH:33][CH:32]=[CH:31][N:30]=2)[CH2:26][CH2:25][CH2:24]1)[CH2:15][CH2:16][CH2:17][CH3:18])[C:3](=[O:13])[NH:4][C@@H:5]([C:7]1[CH:12]=[CH:11][CH:10]=[CH:9][CH:8]=1)[CH3:6].C(=O)(O)[O-].[Na+].CC(OI1(OC(C)=O)(OC(C)=O)OC(=O)C2C=CC=CC1=2)=O. (4) Given the product [O:21]1[C:25]2[CH:26]=[CH:27][C:28]([CH2:30][N:15]3[CH2:16][C:17](=[O:18])[N:13]([C:11]4[CH:10]=[N:9][N:8]([CH2:7][C:6]5[C:2]([CH3:1])=[N:3][O:4][C:5]=5[CH3:20])[CH:12]=4)[C:14]3=[O:19])=[CH:29][C:24]=2[O:23][CH2:22]1, predict the reactants needed to synthesize it. The reactants are: [CH3:1][C:2]1[C:6]([CH2:7][N:8]2[CH:12]=[C:11]([N:13]3[C:17](=[O:18])[CH2:16][NH:15][C:14]3=[O:19])[CH:10]=[N:9]2)=[C:5]([CH3:20])[O:4][N:3]=1.[O:21]1[C:25]2[CH:26]=[CH:27][C:28]([CH2:30]O)=[CH:29][C:24]=2[O:23][CH2:22]1.